Predict which catalyst facilitates the given reaction. From a dataset of Catalyst prediction with 721,799 reactions and 888 catalyst types from USPTO. (1) Reactant: [ClH:1].O1CCOC[CH2:3]1.[NH:8]([C:10]1[CH:18]=[CH:17][C:13]([C:14]([OH:16])=[O:15])=[CH:12][CH:11]=1)[NH2:9]. Product: [Cl-:1].[CH3:3][O:15][C:14]([C:13]1[CH:12]=[CH:11][C:10]([NH:8][NH3+:9])=[CH:18][CH:17]=1)=[O:16]. The catalyst class is: 5. (2) Reactant: [CH3:1][O:2][C:3]1[CH:4]=[CH:5][C:6]2[C:10]([CH:11]=1)=[N:9][N:8]([CH3:12])[CH:7]=2.[OH-].[K+].[I:15]I. Product: [I:15][C:7]1[N:8]([CH3:12])[N:9]=[C:10]2[C:6]=1[CH:5]=[CH:4][C:3]([O:2][CH3:1])=[CH:11]2. The catalyst class is: 3. (3) Product: [Cl:3][C:12]1[C:11]([C:18]2[CH:19]=[N:20][N:21]([CH3:23])[CH:22]=2)=[CH:10][C:9]2[C:14](=[CH:15][CH:16]=[C:7]([Cl:6])[N:8]=2)[N:13]=1. Reactant: P(Cl)(Cl)([Cl:3])=O.[Cl:6][C:7]1[N:8]=[C:9]2[C:14](=[CH:15][CH:16]=1)[N+:13]([O-])=[CH:12][C:11]([C:18]1[CH:19]=[N:20][N:21]([CH3:23])[CH:22]=1)=[CH:10]2.O.C(=O)([O-])[O-].[Na+].[Na+]. The catalyst class is: 13. (4) Reactant: Cl[C:2]1[N:11]=[C:10]([N:12]([CH3:14])[CH3:13])[C:9]2[C:4](=[CH:5][CH:6]=[CH:7][CH:8]=2)[N:3]=1.[C:15]([O:19][C:20](=[O:29])[NH:21][C:22]1[CH:27]=[CH:26][C:25]([NH2:28])=[CH:24][CH:23]=1)([CH3:18])([CH3:17])[CH3:16]. Product: [C:15]([O:19][C:20](=[O:29])[NH:21][C:22]1[CH:23]=[CH:24][C:25]([NH:28][C:2]2[N:11]=[C:10]([N:12]([CH3:14])[CH3:13])[C:9]3[C:4](=[CH:5][CH:6]=[CH:7][CH:8]=3)[N:3]=2)=[CH:26][CH:27]=1)([CH3:18])([CH3:16])[CH3:17]. The catalyst class is: 2. (5) Reactant: [CH3:1][CH2:2]C([O-])(C)C.[K+].[CH2:8]([O:10][C:11]([C:13]1[C:18]([CH2:19][S:20]([CH2:23][C:24]2[C:29]([C:30]([F:33])([F:32])[F:31])=[CH:28][CH:27]=[CH:26][C:25]=2[Cl:34])(=[O:22])=[O:21])=[N:17][CH:16]=[CH:15][N:14]=1)=[O:12])[CH3:9].ICC. Product: [CH2:8]([O:10][C:11]([C:13]1[C:18]([CH:19]([S:20]([CH2:23][C:24]2[C:29]([C:30]([F:32])([F:31])[F:33])=[CH:28][CH:27]=[CH:26][C:25]=2[Cl:34])(=[O:21])=[O:22])[CH2:1][CH3:2])=[N:17][CH:16]=[CH:15][N:14]=1)=[O:12])[CH3:9]. The catalyst class is: 9. (6) Reactant: Br[C:2]1[C:7](=[O:8])[N:6]([CH2:9][C:10]([O:12]CC)=[O:11])[N:5]=[CH:4][C:3]=1[NH:15][C@@H:16]1[CH2:21][C@@H:20]2[CH2:22][C@@H:18]([C:19]2([CH3:24])[CH3:23])[C@H:17]1[CH3:25].[CH3:26][S-:27].[Na+].O1CCOCC1.[OH-].[Na+]. Product: [CH3:26][S:27][C:2]1[C:7](=[O:8])[N:6]([CH2:9][C:10]([OH:12])=[O:11])[N:5]=[CH:4][C:3]=1[NH:15][C@@H:16]1[CH2:21][C@@H:20]2[CH2:22][C@@H:18]([C:19]2([CH3:24])[CH3:23])[C@H:17]1[CH3:25]. The catalyst class is: 11. (7) Reactant: [Cl:1][C:2]1[CH:8]=[C:7]([O:9][C:10]2[C:11]3[N:18]([CH3:19])[CH:17]=[CH:16][C:12]=3[N:13]=[CH:14][N:15]=2)[CH:6]=[CH:5][C:3]=1[NH2:4].[F:20][C:21]([F:33])([F:32])[S:22][C:23]1[CH:24]=[C:25]([N:29]=[C:30]=[O:31])[CH:26]=[CH:27][CH:28]=1.C(N(CC)CC)C. Product: [Cl:1][C:2]1[CH:8]=[C:7]([O:9][C:10]2[C:11]3[N:18]([CH3:19])[CH:17]=[CH:16][C:12]=3[N:13]=[CH:14][N:15]=2)[CH:6]=[CH:5][C:3]=1[NH:4][C:30]([NH:29][C:25]1[CH:26]=[CH:27][CH:28]=[C:23]([S:22][C:21]([F:32])([F:20])[F:33])[CH:24]=1)=[O:31]. The catalyst class is: 7.